This data is from Forward reaction prediction with 1.9M reactions from USPTO patents (1976-2016). The task is: Predict the product of the given reaction. Given the reactants Cl[C:2]1[CH:3]=[C:4]2[N:11](S(C)(=O)=O)[C:10]([CH3:17])([CH3:16])[CH2:9][N:5]2[C:6](=[O:8])[N:7]=1.[F:18][C:19]1[CH:20]=[C:21]([CH2:27][OH:28])[CH:22]=[C:23]([F:26])[C:24]=1[F:25].C([O-])([O-])=O.[K+].[K+], predict the reaction product. The product is: [CH3:16][C:10]1([CH3:17])[CH2:9][N:5]2[C:6](=[O:8])[N:7]=[C:2]([O:28][CH2:27][C:21]3[CH:22]=[C:23]([F:26])[C:24]([F:25])=[C:19]([F:18])[CH:20]=3)[CH:3]=[C:4]2[NH:11]1.